Dataset: Forward reaction prediction with 1.9M reactions from USPTO patents (1976-2016). Task: Predict the product of the given reaction. (1) Given the reactants [C:1]1(CC(O)=O)[CH:6]=[CH:5][CH:4]=[CH:3][CH:2]=1.C([N:13]([CH2:16][CH3:17])CC)C.F[P-](F)(F)(F)(F)F.N1(OC(N(C)C)=[N+](C)C)C2N=CC=CC=2N=N1.COC1C=CC(P2(=S)SP(=S)(C3C=CC(OC)=CC=3)[S:51]2)=CC=1.Br[CH2:65][C:66](=O)[C:67]([OH:69])=[O:68], predict the reaction product. The product is: [CH2:17]([C:16]1[S:51][CH:65]=[C:66]([C:67]([OH:69])=[O:68])[N:13]=1)[C:1]1[CH:6]=[CH:5][CH:4]=[CH:3][CH:2]=1. (2) Given the reactants [NH2:1][C:2]1[C:7]([C:8]([F:11])([F:10])[F:9])=[CH:6][C:5]([CH2:12][C@@H:13]([O:34][C:35]([N:37]2[CH2:42][CH2:41][CH:40]([N:43]3[CH2:49][CH2:48][C:47]4[CH:50]=[CH:51][CH:52]=[CH:53][C:46]=4[NH:45][C:44]3=[O:54])[CH2:39][CH2:38]2)=[O:36])[C:14]([N:16]2[CH2:21][CH2:20][N:19]([CH:22]3[CH2:27][CH2:26][N:25]([CH2:28][C:29]([O:31][CH2:32][CH3:33])=[O:30])[CH2:24][CH2:23]3)[CH2:18][CH2:17]2)=[O:15])=[CH:4][C:3]=1[Cl:55].[C:56]([OH:65])(=[O:64])[C:57]1[C:58](=[CH:60][CH:61]=[CH:62][CH:63]=1)[OH:59], predict the reaction product. The product is: [C:56]([OH:65])(=[O:64])[C:57]1[C:58](=[CH:60][CH:61]=[CH:62][CH:63]=1)[OH:59].[NH2:1][C:2]1[C:7]([C:8]([F:9])([F:11])[F:10])=[CH:6][C:5]([CH2:12][C@@H:13]([O:34][C:35]([N:37]2[CH2:38][CH2:39][CH:40]([N:43]3[CH2:49][CH2:48][C:47]4[CH:50]=[CH:51][CH:52]=[CH:53][C:46]=4[NH:45][C:44]3=[O:54])[CH2:41][CH2:42]2)=[O:36])[C:14]([N:16]2[CH2:17][CH2:18][N:19]([CH:22]3[CH2:23][CH2:24][N:25]([CH2:28][C:29]([O:31][CH2:32][CH3:33])=[O:30])[CH2:26][CH2:27]3)[CH2:20][CH2:21]2)=[O:15])=[CH:4][C:3]=1[Cl:55]. (3) Given the reactants [Cl-].[Al+3].[Cl-].[Cl-].[F:5][C:6]1[CH:7]=[C:8]([CH:12]=[CH:13][CH:14]=1)[C:9](Cl)=[O:10].[Br:15][C:16]1[CH:21]=[CH:20][C:19]([F:22])=[CH:18][C:17]=1[O:23][CH3:24].O, predict the reaction product. The product is: [Br:15][C:16]1[C:17]([O:23][CH3:24])=[CH:18][C:19]([F:22])=[C:20]([C:9]([C:8]2[CH:12]=[CH:13][CH:14]=[C:6]([F:5])[CH:7]=2)=[O:10])[CH:21]=1. (4) Given the reactants [Cl:1][C:2]1[CH:7]=[CH:6][C:5]([CH2:8][C@H:9]([NH:15][C:16](=[O:22])[O:17][C:18]([CH3:21])([CH3:20])[CH3:19])[CH2:10][NH:11][C:12]([NH2:14])=[S:13])=[CH:4][CH:3]=1.Br[CH:24]([C:30]1[CH:35]=[CH:34][C:33]([F:36])=[C:32]([F:37])[CH:31]=1)[C:25](OCC)=[O:26], predict the reaction product. The product is: [C:18]([O:17][C:16](=[O:22])[NH:15][C@@H:9]([CH2:8][C:5]1[CH:4]=[CH:3][C:2]([Cl:1])=[CH:7][CH:6]=1)[CH2:10][NH:11][C:12]1[S:13][C:24]([C:30]2[CH:35]=[CH:34][C:33]([F:36])=[C:32]([F:37])[CH:31]=2)=[C:25]([OH:26])[N:14]=1)([CH3:19])([CH3:21])[CH3:20]. (5) Given the reactants [OH-].[K+].C([O:5][C:6]([C:8]1[CH:9]=[N:10][N:11]([C:13]2[NH:22][C:21](=[O:23])[C:20]3[C:15](=[CH:16][C:17]([N:24]([CH3:26])[CH3:25])=[CH:18][CH:19]=3)[N:14]=2)[CH:12]=1)=[O:7])C.C(OC(C1C=NN(C2NC(=O)C3C(=CC=CC=3N(C)C)N=2)C=1)=O)C.CN(C)C1C=CC=C2C=1C(=O)NC(N1C=C(C(O)=O)C=N1)=N2, predict the reaction product. The product is: [CH3:25][N:24]([CH3:26])[C:17]1[CH:16]=[C:15]2[C:20]([C:21](=[O:23])[NH:22][C:13]([N:11]3[CH:12]=[C:8]([C:6]([OH:7])=[O:5])[CH:9]=[N:10]3)=[N:14]2)=[CH:19][CH:18]=1.